From a dataset of Human liver microsome stability data. Regression/Classification. Given a drug SMILES string, predict its absorption, distribution, metabolism, or excretion properties. Task type varies by dataset: regression for continuous measurements (e.g., permeability, clearance, half-life) or binary classification for categorical outcomes (e.g., BBB penetration, CYP inhibition). Dataset: hlm. The drug is CC(C)C(=O)N(Cc1ccc(Cl)c(Cl)c1Cl)[C@H]1CCNC1. The result is 0 (unstable in human liver microsomes).